This data is from Peptide-MHC class I binding affinity with 185,985 pairs from IEDB/IMGT. The task is: Regression. Given a peptide amino acid sequence and an MHC pseudo amino acid sequence, predict their binding affinity value. This is MHC class I binding data. (1) The peptide sequence is TSQWDDPWGE. The MHC is Mamu-A2201 with pseudo-sequence Mamu-A2201. The binding affinity (normalized) is 0. (2) The peptide sequence is MACHRVLTY. The MHC is HLA-B39:01 with pseudo-sequence HLA-B39:01. The binding affinity (normalized) is 0.0847. (3) The peptide sequence is FTDTCGASI. The MHC is HLA-A02:02 with pseudo-sequence HLA-A02:02. The binding affinity (normalized) is 0.734.